Dataset: hERG Central: cardiac toxicity at 1µM, 10µM, and general inhibition. Task: Predict hERG channel inhibition at various concentrations. (1) The compound is O=C(NC1CCN(Cc2ccccc2)CC1)C1CCN(c2nnc(-n3cccc3)s2)CC1. Results: hERG_inhib (hERG inhibition (general)): blocker. (2) Results: hERG_inhib (hERG inhibition (general)): blocker. The drug is COc1cc(CN2CCN(Cc3ccc([N+](=O)[O-])cc3)CC2)c([N+](=O)[O-])cc1OC.O=C(O)C(=O)O. (3) Results: hERG_inhib (hERG inhibition (general)): blocker. The compound is COc1ccccc1CNC(=O)CN(C)Cc1ccc(SC)cc1. (4) The molecule is CCOc1ccc(OCC(O)CN2CCc3ccccc3C2)cc1.Cl. Results: hERG_inhib (hERG inhibition (general)): blocker.